This data is from Forward reaction prediction with 1.9M reactions from USPTO patents (1976-2016). The task is: Predict the product of the given reaction. (1) Given the reactants [CH3:1][O-:2].[Na+].[Na].Cl[C:6]1[CH:11]=[C:10]([O:12][CH2:13][CH3:14])[CH:9]=[C:8](C)[C:7]=1[N+:16]([O-:18])=[O:17].[CH3:19]O, predict the reaction product. The product is: [CH2:13]([O:12][C:10]1[CH:11]=[C:6]([O:2][CH3:1])[C:7]([N+:16]([O-:18])=[O:17])=[CH:8][C:9]=1[CH3:19])[CH3:14]. (2) Given the reactants [Cl:1][C:2]1[CH:3]=[C:4]2[C:8](=[CH:9][C:10]=1[F:11])[NH:7][C:6](=[O:12])[C:5]2([C:14]1[C:15]([O:20][CH2:21][CH3:22])=[N:16][CH:17]=[CH:18][CH:19]=1)[OH:13].OC1C2C(=CC=CC=2)[NH:26]C1=O.[CH3:34][O:35][C:36]1[CH:41]=[C:40]([O:42][CH3:43])[CH:39]=[CH:38][C:37]=1[S:44](Cl)(=[O:46])=[O:45].S(Cl)(Cl)(=O)=O, predict the reaction product. The product is: [NH2:26][C:5]1([C:14]2[C:15]([O:20][CH2:21][CH3:22])=[N:16][CH:17]=[CH:18][CH:19]=2)[C:4]2[C:8](=[CH:9][C:10]([F:11])=[C:2]([Cl:1])[CH:3]=2)[N:7]([S:44]([C:37]2[CH:38]=[CH:39][C:40]([O:42][CH3:43])=[CH:41][C:36]=2[O:35][CH3:34])(=[O:46])=[O:45])[C:6]1=[O:12].[Cl:1][C:2]1[CH:3]=[C:4]2[C:8](=[CH:9][C:10]=1[F:11])[NH:7][C:6](=[O:12])[C:5]2([C:14]1[C:15]([O:20][CH2:21][CH3:22])=[N:16][CH:17]=[CH:18][CH:19]=1)[OH:13]. (3) Given the reactants I[C:2]1[C:10]2[C:5](=[CH:6][C:7]([CH:11]=[O:12])=[CH:8][CH:9]=2)[NH:4][N:3]=1.[N:13]1[CH:18]=[CH:17][CH:16]=[C:15](B(O)O)[CH:14]=1.C([O-])([O-])=O.[Na+].[Na+], predict the reaction product. The product is: [N:13]1[CH:18]=[CH:17][CH:16]=[C:15]([C:2]2[C:10]3[C:5](=[CH:6][C:7]([CH:11]=[O:12])=[CH:8][CH:9]=3)[NH:4][N:3]=2)[CH:14]=1. (4) Given the reactants [F:1][C:2]1[CH:18]=[CH:17][C:5]([C:6]([N:8]2[CH2:13][CH2:12][CH2:11][C@H:10]([C:14]([NH2:16])=[O:15])[CH2:9]2)=[O:7])=[CH:4][CH:3]=1.[F:19][C:20]1[CH:29]=[CH:28][CH:27]=[CH:26][C:21]=1[C:22](=O)[CH2:23]Br.C(OCC)(=O)C, predict the reaction product. The product is: [F:1][C:2]1[CH:3]=[CH:4][C:5]([C:6]([N:8]2[CH2:13][CH2:12][CH2:11][C@H:10]([C:14]3[O:15][CH:23]=[C:22]([C:21]4[CH:26]=[CH:27][CH:28]=[CH:29][C:20]=4[F:19])[N:16]=3)[CH2:9]2)=[O:7])=[CH:17][CH:18]=1. (5) The product is: [CH2:51]([CH:58]1[CH2:63][CH2:62][N:61]([C:47]([C:45]2[N:46]=[C:41]3[CH2:40][CH2:39][CH:38]([C:35]4[CH:36]=[CH:37][C:32]([F:31])=[C:33]([CH3:50])[CH:34]=4)[CH2:43][N:42]3[CH:44]=2)=[O:49])[CH2:60][CH2:59]1)[C:52]1[CH:57]=[CH:56][CH:55]=[CH:54][CH:53]=1. Given the reactants CN(C(ON1N=NC2C=CC=CC1=2)=[N+](C)C)C.[B-](F)(F)(F)F.CN1CCOCC1.Cl.[F:31][C:32]1[CH:37]=[CH:36][C:35]([CH:38]2[CH2:43][N:42]3[CH:44]=[C:45]([C:47]([OH:49])=O)[N:46]=[C:41]3[CH2:40][CH2:39]2)=[CH:34][C:33]=1[CH3:50].[CH2:51]([CH:58]1[CH2:63][CH2:62][NH:61][CH2:60][CH2:59]1)[C:52]1[CH:57]=[CH:56][CH:55]=[CH:54][CH:53]=1, predict the reaction product. (6) The product is: [NH2:1][C:2]1[CH:3]=[CH:4][C:5]([S:8]([C:9]2[C:14]([C:15]3[CH:20]=[CH:19][N:18]=[C:17]([NH:21][CH3:22])[N:16]=3)=[CH:13][CH:12]=[CH:11][N:10]=2)=[O:28])=[CH:6][CH:7]=1. Given the reactants [NH2:1][C:2]1[CH:7]=[CH:6][C:5]([S:8][C:9]2[C:14]([C:15]3[CH:20]=[CH:19][N:18]=[C:17]([NH:21][CH3:22])[N:16]=3)=[CH:13][CH:12]=[CH:11][N:10]=2)=[CH:4][CH:3]=1.ClC1C=C(C=CC=1)C(OO)=[O:28], predict the reaction product. (7) Given the reactants [F:1][C:2]([F:19])([F:18])[O:3][C:4]1[CH:9]=[CH:8][C:7]([C:10]([C:12]2[CH:17]=[CH:16][N:15]=[CH:14][CH:13]=2)=[O:11])=[CH:6][CH:5]=1.[ClH:20], predict the reaction product. The product is: [ClH:20].[F:18][C:2]([F:1])([F:19])[O:3][C:4]1[CH:5]=[CH:6][C:7]([C:10]([C:12]2[CH:17]=[CH:16][N:15]=[CH:14][CH:13]=2)=[O:11])=[CH:8][CH:9]=1.